Dataset: Full USPTO retrosynthesis dataset with 1.9M reactions from patents (1976-2016). Task: Predict the reactants needed to synthesize the given product. (1) Given the product [NH2:1][CH2:4][CH2:5][C:6]1[CH:14]=[CH:13][CH:12]=[C:11]2[C:7]=1[CH:8]=[CH:9][NH:10]2, predict the reactants needed to synthesize it. The reactants are: [N+:1]([CH:4]=[CH:5][C:6]1[CH:14]=[CH:13][CH:12]=[C:11]2[C:7]=1[CH:8]=[CH:9][NH:10]2)([O-])=O.CC(C[AlH]CC(C)C)C.CCOC(C)=O.[OH-].[K+]. (2) Given the product [O:52]=[S:2]1(=[O:1])[CH2:3][CH2:4][N:5]([CH2:8][CH2:9][NH:10][C@:11]23[CH2:47][CH2:46][C@@H:45]([C:48]4([CH3:51])[CH2:50][O:49]4)[C@@H:12]2[C@@H:13]2[C@@:26]([CH3:29])([CH2:27][CH2:28]3)[C@@:25]3([CH3:30])[C@@H:16]([C@:17]4([CH3:44])[C@@H:22]([CH2:23][CH2:24]3)[C:21]([CH3:31])([CH3:32])[C:20]([C:33]3[CH:42]=[CH:41][C:36]([C:37]([OH:39])=[O:38])=[C:35]([F:43])[CH:34]=3)=[CH:19][CH2:18]4)[CH2:15][CH2:14]2)[CH2:6][CH2:7]1, predict the reactants needed to synthesize it. The reactants are: [O:1]=[S:2]1(=[O:52])[CH2:7][CH2:6][N:5]([CH2:8][CH2:9][NH:10][C@:11]23[CH2:47][CH2:46][C@@H:45]([C:48]4([CH3:51])[CH2:50][O:49]4)[C@@H:12]2[C@@H:13]2[C@@:26]([CH3:29])([CH2:27][CH2:28]3)[C@@:25]3([CH3:30])[C@@H:16]([C@:17]4([CH3:44])[C@@H:22]([CH2:23][CH2:24]3)[C:21]([CH3:32])([CH3:31])[C:20]([C:33]3[CH:42]=[CH:41][C:36]([C:37]([O:39]C)=[O:38])=[C:35]([F:43])[CH:34]=3)=[CH:19][CH2:18]4)[CH2:15][CH2:14]2)[CH2:4][CH2:3]1.[OH-].[Na+]. (3) Given the product [NH2:36][C:22]1[CH:21]=[C:20]([C:18]2[CH:17]=[C:16]([C:27]([NH2:28])=[O:29])[CH:15]=[C:14]([N:11]3[CH2:10][CH2:9][NH:8][CH2:13][CH2:12]3)[N:19]=2)[CH:25]=[CH:24][N:23]=1, predict the reactants needed to synthesize it. The reactants are: C(OC([N:8]1[CH2:13][CH2:12][N:11]([C:14]2[N:19]=[C:18]([C:20]3[CH:25]=[CH:24][N:23]=[C:22](F)[CH:21]=3)[CH:17]=[C:16]([C:27](=[O:29])[NH2:28])[CH:15]=2)[CH2:10][CH2:9]1)=O)(C)(C)C.COC1C=C(C=CC=1OC)C[NH2:36].CCN(C(C)C)C(C)C. (4) Given the product [CH:22]1([C:19]2[CH:20]=[N:21][C:12]([NH:11][C:8]3[CH:9]=[C:10]4[C:5](=[CH:6][CH:7]=3)[N:4]([CH3:25])[CH:3]=[C:2]4[C:28]3[CH:29]=[CH:30][CH:31]=[CH:32][C:27]=3[F:26])=[C:13]([CH:18]=2)[C:14]([O:16][CH3:17])=[O:15])[CH2:24][CH2:23]1, predict the reactants needed to synthesize it. The reactants are: Br[C:2]1[C:10]2[C:5](=[CH:6][CH:7]=[C:8]([NH:11][C:12]3[N:21]=[CH:20][C:19]([CH:22]4[CH2:24][CH2:23]4)=[CH:18][C:13]=3[C:14]([O:16][CH3:17])=[O:15])[CH:9]=2)[N:4]([CH3:25])[CH:3]=1.[F:26][C:27]1[CH:32]=[CH:31][CH:30]=[CH:29][C:28]=1B(O)O.C(=O)([O-])[O-].[K+].[K+].C1(C)C=CC=CC=1. (5) Given the product [F:21][C:22]1[CH:30]=[C:29]2[C:25]([C:26]([C:40]3[CH:53]=[CH:52][C:43]4[N:44]([CH2:47][CH2:48][C:49]([NH2:51])=[O:50])[CH:45]=[N:46][C:42]=4[CH:41]=3)=[CH:27][NH:28]2)=[CH:24][CH:23]=1, predict the reactants needed to synthesize it. The reactants are: FC1C=C2C(C(I)=CN2S(C2C=CC=CC=2)(=O)=O)=CC=1.[F:21][C:22]1[CH:30]=[C:29]2[C:25]([C:26]([C:40]3[CH:53]=[CH:52][C:43]4[N:44]([CH2:47][CH2:48][C:49]([NH2:51])=[O:50])[CH:45]=[N:46][C:42]=4[CH:41]=3)=[CH:27][N:28]2S(C2C=CC=CC=2)(=O)=O)=[CH:24][CH:23]=1.